The task is: Predict which catalyst facilitates the given reaction.. This data is from Catalyst prediction with 721,799 reactions and 888 catalyst types from USPTO. Reactant: [C:1]([C:4]1[C:5](Cl)=[N:6][C:7]([CH3:15])=[C:8]([CH:14]=1)[C:9]([O:11][CH2:12][CH3:13])=[O:10])(=[O:3])[CH3:2].[NH:17]1[CH2:22][CH2:21][CH:20]([C:23]([OH:25])=[O:24])[CH2:19][CH2:18]1.CC#N. Product: [C:1]([C:4]1[C:5]([N:17]2[CH2:22][CH2:21][CH:20]([C:23]([OH:25])=[O:24])[CH2:19][CH2:18]2)=[N:6][C:7]([CH3:15])=[C:8]([C:9]([O:11][CH2:12][CH3:13])=[O:10])[CH:14]=1)(=[O:3])[CH3:2]. The catalyst class is: 232.